From a dataset of NCI-60 drug combinations with 297,098 pairs across 59 cell lines. Regression. Given two drug SMILES strings and cell line genomic features, predict the synergy score measuring deviation from expected non-interaction effect. (1) Drug 1: CCCCCOC(=O)NC1=NC(=O)N(C=C1F)C2C(C(C(O2)C)O)O. Drug 2: CC1=C(N=C(N=C1N)C(CC(=O)N)NCC(C(=O)N)N)C(=O)NC(C(C2=CN=CN2)OC3C(C(C(C(O3)CO)O)O)OC4C(C(C(C(O4)CO)O)OC(=O)N)O)C(=O)NC(C)C(C(C)C(=O)NC(C(C)O)C(=O)NCCC5=NC(=CS5)C6=NC(=CS6)C(=O)NCCC[S+](C)C)O. Cell line: HCC-2998. Synergy scores: CSS=25.2, Synergy_ZIP=-4.35, Synergy_Bliss=-3.18, Synergy_Loewe=-11.0, Synergy_HSA=4.36. (2) Drug 1: C(=O)(N)NO. Drug 2: C1CN(CCN1C(=O)CCBr)C(=O)CCBr. Cell line: MALME-3M. Synergy scores: CSS=11.8, Synergy_ZIP=-2.62, Synergy_Bliss=-0.711, Synergy_Loewe=-2.57, Synergy_HSA=-0.701. (3) Drug 1: CCC1(CC2CC(C3=C(CCN(C2)C1)C4=CC=CC=C4N3)(C5=C(C=C6C(=C5)C78CCN9C7C(C=CC9)(C(C(C8N6C)(C(=O)OC)O)OC(=O)C)CC)OC)C(=O)OC)O.OS(=O)(=O)O. Drug 2: CCN(CC)CCCC(C)NC1=C2C=C(C=CC2=NC3=C1C=CC(=C3)Cl)OC. Cell line: HCT-15. Synergy scores: CSS=13.0, Synergy_ZIP=12.7, Synergy_Bliss=15.7, Synergy_Loewe=8.49, Synergy_HSA=8.95. (4) Synergy scores: CSS=17.5, Synergy_ZIP=-0.986, Synergy_Bliss=1.02, Synergy_Loewe=3.60, Synergy_HSA=3.59. Cell line: SK-MEL-28. Drug 1: CC1C(C(=O)NC(C(=O)N2CCCC2C(=O)N(CC(=O)N(C(C(=O)O1)C(C)C)C)C)C(C)C)NC(=O)C3=C4C(=C(C=C3)C)OC5=C(C(=O)C(=C(C5=N4)C(=O)NC6C(OC(=O)C(N(C(=O)CN(C(=O)C7CCCN7C(=O)C(NC6=O)C(C)C)C)C)C(C)C)C)N)C. Drug 2: C1CC(C1)(C(=O)O)C(=O)O.[NH2-].[NH2-].[Pt+2]. (5) Cell line: SW-620. Drug 1: CC12CCC(CC1=CCC3C2CCC4(C3CC=C4C5=CN=CC=C5)C)O. Synergy scores: CSS=2.90, Synergy_ZIP=0.234, Synergy_Bliss=-3.40, Synergy_Loewe=-5.76, Synergy_HSA=-6.13. Drug 2: CC(C)CN1C=NC2=C1C3=CC=CC=C3N=C2N.